This data is from Full USPTO retrosynthesis dataset with 1.9M reactions from patents (1976-2016). The task is: Predict the reactants needed to synthesize the given product. Given the product [CH3:30][N:31]([CH2:2][C:3]1[CH:29]=[CH:28][C:6]([C:7]([NH:9][C:10]2[S:11][C:12]([C:20]([CH:22]3[CH2:27][CH2:26][O:25][CH2:24][CH2:23]3)=[O:21])=[C:13]([C:15]3[O:16][CH:17]=[CH:18][CH:19]=3)[N:14]=2)=[O:8])=[CH:5][CH:4]=1)[CH3:32], predict the reactants needed to synthesize it. The reactants are: Cl[CH2:2][C:3]1[CH:29]=[CH:28][C:6]([C:7]([NH:9][C:10]2[S:11][C:12]([C:20]([CH:22]3[CH2:27][CH2:26][O:25][CH2:24][CH2:23]3)=[O:21])=[C:13]([C:15]3[O:16][CH:17]=[CH:18][CH:19]=3)[N:14]=2)=[O:8])=[CH:5][CH:4]=1.[CH3:30][NH:31][CH3:32].C1COCC1.